From a dataset of Full USPTO retrosynthesis dataset with 1.9M reactions from patents (1976-2016). Predict the reactants needed to synthesize the given product. (1) Given the product [CH3:24][O:23][C:20]1[CH:21]=[C:22]2[C:17]([CH:16]=[CH:15][CH:14]=[C:13]2[CH2:12][CH2:11][N:29]2[C:28](=[O:30])[C:27]3=[CH:31][CH:32]=[CH:33][CH:34]=[C:26]3[C:25]2=[O:35])=[CH:18][CH:19]=1, predict the reactants needed to synthesize it. The reactants are: C1(S(O[CH2:11][CH2:12][C:13]2[C:22]3[C:17](=[CH:18][CH:19]=[C:20]([O:23][CH3:24])[CH:21]=3)[CH:16]=[CH:15][CH:14]=2)(=O)=O)C=CC=CC=1.[C:25]1(=[O:35])[NH:29][C:28](=[O:30])[C:27]2=[CH:31][CH:32]=[CH:33][CH:34]=[C:26]12.[K].C(#N)C. (2) The reactants are: [F:1][C:2]1[CH:9]=[CH:8][C:5]([CH:6]=[O:7])=[CH:4][N:3]=1.[CH3:10][Mg]Br.O.[Cl-].[NH4+]. Given the product [F:1][C:2]1[N:3]=[CH:4][C:5]([CH:6]([OH:7])[CH3:10])=[CH:8][CH:9]=1, predict the reactants needed to synthesize it. (3) The reactants are: [Cl:1][C:2]1[C:9]([CH3:10])=[C:8]([NH:11][C@@H:12]([C:16]2[O:17][C:18]([C:21]3[CH:26]=[CH:25][C:24]([C:27]#[N:28])=[CH:23][CH:22]=3)=[N:19][N:20]=2)[C@@H:13]([OH:15])[CH3:14])[CH:7]=[CH:6][C:3]=1[C:4]#[N:5].N1C=CC=CC=1.[C:35](Cl)(=[O:37])[CH3:36]. Given the product [C:35]([O:15][C@@H:13]([CH3:14])[C@@H:12]([NH:11][C:8]1[CH:7]=[CH:6][C:3]([C:4]#[N:5])=[C:2]([Cl:1])[C:9]=1[CH3:10])[C:16]1[O:17][C:18]([C:21]2[CH:22]=[CH:23][C:24]([C:27]#[N:28])=[CH:25][CH:26]=2)=[N:19][N:20]=1)(=[O:37])[CH3:36], predict the reactants needed to synthesize it. (4) Given the product [CH2:11]([NH:15][C:8](=[O:10])[CH2:7][C:1]1[CH:2]=[CH:3][CH:4]=[CH:5][CH:6]=1)[CH2:12][CH2:13][CH3:14], predict the reactants needed to synthesize it. The reactants are: [C:1]1([CH2:7][C:8]([OH:10])=O)[CH:6]=[CH:5][CH:4]=[CH:3][CH:2]=1.[CH2:11]([NH2:15])[CH2:12][CH2:13][CH3:14].